From a dataset of Catalyst prediction with 721,799 reactions and 888 catalyst types from USPTO. Predict which catalyst facilitates the given reaction. (1) Product: [Cl:2][CH2:3][CH2:4][N:5]([CH2:13][CH2:14][Cl:15])[CH2:6][C:7]1[CH:12]=[CH:11][CH:10]=[CH:9][CH:8]=1. The catalyst class is: 6. Reactant: Cl.[Cl:2][CH2:3][CH2:4][N:5]([CH2:13][CH2:14][Cl:15])[CH2:6][C:7]1[CH:12]=[CH:11][CH:10]=[CH:9][CH:8]=1.[Na]. (2) Reactant: [F:1][CH2:2][CH:3]1[CH2:8][NH:7][CH2:6][CH2:5][N:4]1[CH3:9].Br[C:11]1[CH:12]=[CH:13][C:14]([N+:17]([O-:19])=[O:18])=[N:15][CH:16]=1.C(=O)([O-])[O-].[Cs+].[Cs+].CC1(C)C2C(=C(P(C3C=CC=CC=3)C3C=CC=CC=3)C=CC=2)OC2C(P(C3C=CC=CC=3)C3C=CC=CC=3)=CC=CC1=2. Product: [F:1][CH2:2][CH:3]1[CH2:8][N:7]([C:11]2[CH:16]=[N:15][C:14]([N+:17]([O-:19])=[O:18])=[CH:13][CH:12]=2)[CH2:6][CH2:5][N:4]1[CH3:9]. The catalyst class is: 110. (3) Reactant: [S:1](Cl)([C:4]1[CH:20]=[CH:19][C:7]([N:8]=[N:9][C:10]2[CH:18]=[CH:17][C:13]([N:14]([CH3:16])[CH3:15])=[CH:12][CH:11]=2)=[CH:6][CH:5]=1)(=[O:3])=[O:2].Cl.Cl.[NH2:24][CH2:25][CH2:26][S:27][S:27][CH2:26][CH2:25][NH2:24].C(S)[C@@H](O)[C@H](O)CS. Product: [CH3:15][N:14]([CH3:16])[C:13]1[CH:17]=[CH:18][C:10](/[N:9]=[N:8]/[C:7]2[CH:19]=[CH:20][C:4]([S:1]([NH:24][CH2:25][CH2:26][SH:27])(=[O:3])=[O:2])=[CH:5][CH:6]=2)=[CH:11][CH:12]=1. The catalyst class is: 10. (4) Product: [CH2:8]([O:12][C:13]1[N:21]=[C:20]2[C:16]([N:17]=[C:18]([O:22][CH3:23])[N:19]2[CH2:36][CH2:37][CH:38]2[CH2:43][CH2:42][CH2:41][CH2:40][O:39]2)=[C:15]([NH2:24])[N:14]=1)[CH2:9][CH2:10][CH3:11]. Reactant: FC(F)(F)C(O)=O.[CH2:8]([O:12][C:13]1[N:21]=[C:20]2[C:16]([N:17]=[C:18]([O:22][CH3:23])[NH:19]2)=[C:15]([NH2:24])[N:14]=1)[CH2:9][CH2:10][CH3:11].C(=O)([O-])[O-].[K+].[K+].CS(O[CH2:36][CH2:37][CH:38]1[CH2:43][CH2:42][CH2:41][CH2:40][O:39]1)(=O)=O. The catalyst class is: 3. (5) Reactant: [N+:1]([C:4]1[O:8][C:7]([C:9]([OH:11])=O)=[CH:6][CH:5]=1)([O-:3])=[O:2].OC1C2N=[N:19][NH:18]C=2C=CC=1.C([N:24]=C=NCCCN(C)C)C.N[C:34]1[CH:39]=[CH:38][C:37]([N:40]2[CH2:45][CH2:44][CH:43]([C:46]3[O:50][C:49](=[O:51])[N:48]([CH2:52][CH3:53])[N:47]=3)[CH2:42][CH2:41]2)=[CH:36][CH:35]=1. Product: [N:18]#[N:19].[CH2:52]([N:48]1[C:49](=[O:51])[O:50][C:46]([CH:43]2[CH2:42][CH2:41][N:40]([C:37]3[CH:38]=[CH:39][C:34]([C:6]4[CH:5]=[C:4]([N+:1]([O-:3])=[O:2])[O:8][C:7]=4[C:9]([NH2:24])=[O:11])=[CH:35][CH:36]=3)[CH2:45][CH2:44]2)=[N:47]1)[CH3:53]. The catalyst class is: 3.